Dataset: Reaction yield outcomes from USPTO patents with 853,638 reactions. Task: Predict the reaction yield, written as a fraction of the theoretical maximum amount of product (1.0 means a 100% yield; for example, 0.34 means a 34% yield). (1) The reactants are [NH2:1][CH2:2][C:3]([O:5][C:6]([CH3:9])([CH3:8])[CH3:7])=[O:4].[CH3:10][C:11]([CH3:16])([CH3:15])[CH2:12][CH:13]=O.O. The catalyst is C(Cl)Cl. The product is [CH3:10][C:11]([CH3:16])([CH3:15])[CH2:12]/[CH:13]=[N:1]/[CH2:2][C:3]([O:5][C:6]([CH3:9])([CH3:8])[CH3:7])=[O:4]. The yield is 0.930. (2) The reactants are [CH3:1][O:2][C:3]1[N:8]=[CH:7][C:6]([NH2:9])=[C:5]([C:10]2[C:11]([F:16])=[N:12][CH:13]=[CH:14][CH:15]=2)[CH:4]=1.Br.[N:18]1([CH2:24][C:25]2[CH:30]=[CH:29][C:28](B(O)O)=[CH:27][CH:26]=2)[CH2:23][CH2:22][CH2:21][CH2:20][CH2:19]1. The catalyst is [F-].[K+].C(#N)C.O.Cl[Pd](Cl)([P](C1C=CC=CC=1)(C1C=CC=CC=1)C1C=CC=CC=1)[P](C1C=CC=CC=1)(C1C=CC=CC=1)C1C=CC=CC=1. The product is [CH3:1][O:2][C:3]1[N:8]=[CH:7][C:6]([NH2:9])=[C:5]([C:10]2[C:11]([F:16])=[N:12][CH:13]=[C:14]([C:28]3[CH:27]=[CH:26][C:25]([CH2:24][N:18]4[CH2:23][CH2:22][CH2:21][CH2:20][CH2:19]4)=[CH:30][CH:29]=3)[CH:15]=2)[CH:4]=1. The yield is 0.770. (3) The reactants are Br[CH2:2][CH3:3].[CH:4]1[C:17]2[C:8](=[CH:9][C:10]3[C:15]([C:16]=2[CH2:18][NH:19][CH2:20][CH2:21][CH2:22][OH:23])=[CH:14][CH:13]=[CH:12][CH:11]=3)[CH:7]=[CH:6][CH:5]=1.C([O-])([O-])=O.[K+].[K+]. The catalyst is C(#N)C. The product is [CH:14]1[C:15]2[C:10](=[CH:9][C:8]3[C:17]([C:16]=2[CH2:18][N:19]([CH2:2][CH3:3])[CH2:20][CH2:21][CH2:22][OH:23])=[CH:4][CH:5]=[CH:6][CH:7]=3)[CH:11]=[CH:12][CH:13]=1. The yield is 0.820. (4) The reactants are [H-].[Na+].[C:3]([O:12][CH:13]([CH3:15])[CH3:14])(=[O:11])[CH2:4][C:5]([O:7][CH:8]([CH3:10])[CH3:9])=[O:6].[H][H].[Cl-].[NH4+].CN(C)[CH:22]=[O:23]. No catalyst specified. The product is [CH3:5][O:7][C:8]1([O:23][CH3:22])[CH2:10][C:4]([C:5]([O:7][CH:8]([CH3:9])[CH3:10])=[O:6])([C:3]([O:12][CH:13]([CH3:15])[CH3:14])=[O:11])[CH2:9]1. The yield is 0.582. (5) The reactants are NCC1N=C(N(C2C=CC(OC)=CC=2)C)C2C(=CC=CC=2)N=1.[CH3:23][O:24][C:25]1[CH:30]=[CH:29][C:28]([N:31]([CH3:54])[C:32]2[C:41]3[C:36](=[CH:37][CH:38]=[CH:39][CH:40]=3)[N:35]=[C:34]([CH2:42][N:43]3C(=O)C4[C:45](=CC=CC=4)[C:44]3=[O:53])[N:33]=2)=[CH:27][CH:26]=1.O.NN.Cl. The catalyst is CCO. The product is [CH3:23][O:24][C:25]1[CH:26]=[CH:27][C:28]([N:31]([CH3:54])[C:32]2[C:41]3[C:36](=[CH:37][CH:38]=[CH:39][CH:40]=3)[N:35]=[C:34]([CH2:42][NH:43][C:44](=[O:53])[CH3:45])[N:33]=2)=[CH:29][CH:30]=1. The yield is 0.520. (6) The reactants are Cl[C:2]1[CH:7]=[C:6]([C:8]([OH:10])=[O:9])[CH:5]=[CH:4][N:3]=1.[I-:11].[Na+].[CH3:13]C(=O)CC. No catalyst specified. The product is [CH3:13][O:10][C:8](=[O:9])[C:6]1[CH:5]=[CH:4][N:3]=[C:2]([I:11])[CH:7]=1. The yield is 0.924.